Task: Predict the reactants needed to synthesize the given product.. Dataset: Full USPTO retrosynthesis dataset with 1.9M reactions from patents (1976-2016) (1) The reactants are: [NH2:1][C:2]1[CH:3]=[C:4]([C:8]([OH:17])([C:13]([F:16])([F:15])[F:14])[C:9]([F:12])([F:11])[F:10])[CH:5]=[CH:6][CH:7]=1.[C:18]([O:22][C:23]([N:25]1[CH2:29][CH2:28][CH2:27][C@H:26]1[CH2:30]O)=[O:24])([CH3:21])([CH3:20])[CH3:19].C1C=CC(P(C2C=CC=CC=2)C2C=CC=CC=2)=CC=1.CCOC(/N=N/C(OCC)=O)=O. Given the product [C:18]([O:22][C:23]([N:25]1[CH2:29][CH2:28][CH2:27][C@H:26]1[CH2:30][O:17][C:8]([C:4]1[CH:5]=[CH:6][CH:7]=[C:2]([NH2:1])[CH:3]=1)([C:9]([F:10])([F:11])[F:12])[C:13]([F:14])([F:15])[F:16])=[O:24])([CH3:21])([CH3:19])[CH3:20], predict the reactants needed to synthesize it. (2) Given the product [CH3:23][O:24][C:2]1[N:7]=[C:6]2[C:8]([CH3:22])([CH3:21])[N:9]([CH2:12][C:13]3[CH:18]=[CH:17][C:16]([O:19][CH3:20])=[CH:15][CH:14]=3)[C:10](=[O:11])[C:5]2=[CH:4][CH:3]=1, predict the reactants needed to synthesize it. The reactants are: Cl[C:2]1[N:7]=[C:6]2[C:8]([CH3:22])([CH3:21])[N:9]([CH2:12][C:13]3[CH:18]=[CH:17][C:16]([O:19][CH3:20])=[CH:15][CH:14]=3)[C:10](=[O:11])[C:5]2=[CH:4][CH:3]=1.[CH3:23][O-:24].[Na+]. (3) Given the product [CH2:17]([O:16][C:14]([C:13]1[C:7]2[NH:8][CH:9]=[N:10][C:6]=2[CH2:5][CH2:4][NH:3][CH:12]=1)=[O:15])[CH3:18], predict the reactants needed to synthesize it. The reactants are: Cl.Cl.[NH2:3][CH2:4][CH2:5][C:6]1[N:10]=[CH:9][NH:8][CH:7]=1.Br[CH2:12][C:13](=O)[C:14]([O:16][CH2:17][CH3:18])=[O:15].CCN(CC)CC. (4) The reactants are: C(OC([O:8][C:9]1[C:18]2[NH:17][C:16](=[O:19])[CH2:15][O:14][C:13]=2[C:12]([CH2:20][CH2:21][N:22]([CH2:30][CH2:31][N:32]([CH:53]2[CH2:58][CH2:57][CH2:56][CH2:55][CH2:54]2)[C:33](=[O:52])[CH2:34][CH2:35][O:36][CH2:37][CH2:38][C:39]2[CH:44]=[CH:43][CH:42]=[C:41]([C:45]3[N:46]=[N:47][N:48]([CH2:50][CH3:51])[CH:49]=3)[CH:40]=2)C(=O)OC(C)(C)C)=[CH:11][CH:10]=1)=O)(C)(C)C.[C:59]([OH:65])([C:61]([F:64])([F:63])[F:62])=[O:60]. Given the product [F:62][C:61]([F:64])([F:63])[C:59]([OH:65])=[O:60].[CH:53]1([N:32]([CH2:31][CH2:30][NH:22][CH2:21][CH2:20][C:12]2[C:13]3[O:14][CH2:15][C:16](=[O:19])[NH:17][C:18]=3[C:9]([OH:8])=[CH:10][CH:11]=2)[C:33](=[O:52])[CH2:34][CH2:35][O:36][CH2:37][CH2:38][C:39]2[CH:44]=[CH:43][CH:42]=[C:41]([C:45]3[N:46]=[N:47][N:48]([CH2:50][CH3:51])[CH:49]=3)[CH:40]=2)[CH2:58][CH2:57][CH2:56][CH2:55][CH2:54]1, predict the reactants needed to synthesize it. (5) Given the product [CH3:1][S:2]([C:5]1[CH:10]=[CH:9][C:8]([C:15]2[N:16]=[CH:17][C:18]([O:21][CH2:22][CH:23]3[CH2:24][CH2:25][N:26]([C:29]([O:31][CH:32]([CH3:34])[CH3:33])=[O:30])[CH2:27][CH2:28]3)=[N:19][CH:20]=2)=[CH:7][CH:6]=1)(=[O:4])=[O:3], predict the reactants needed to synthesize it. The reactants are: [CH3:1][S:2]([C:5]1[CH:10]=[CH:9][C:8](B(O)O)=[CH:7][CH:6]=1)(=[O:4])=[O:3].Br[C:15]1[N:16]=[CH:17][C:18]([O:21][CH2:22][CH:23]2[CH2:28][CH2:27][N:26]([C:29]([O:31][CH:32]([CH3:34])[CH3:33])=[O:30])[CH2:25][CH2:24]2)=[N:19][CH:20]=1.C([O-])([O-])=O.[Na+].[Na+].